This data is from Full USPTO retrosynthesis dataset with 1.9M reactions from patents (1976-2016). The task is: Predict the reactants needed to synthesize the given product. Given the product [CH3:18][O:17][C:15](=[O:16])[CH:14]([S:11]([C:2]1[CH:3]=[CH:4][C:5]2[C:10](=[CH:9][CH:8]=[CH:7][CH:6]=2)[CH:1]=1)(=[O:12])=[O:13])[CH2:19][CH2:20][C:21]([OH:23])=[O:22].[CH3:18][O:17][C:15]([C:14]([S:11]([C:2]1[CH:1]=[CH:10][C:9]2[C:4](=[CH:5][CH:6]=[CH:7][CH:8]=2)[CH:3]=1)(=[O:13])=[O:12])([CH2:35][CH2:29][C:30]([OH:32])=[O:31])[CH2:19][CH2:20][C:21]([OH:23])=[O:22])=[O:16], predict the reactants needed to synthesize it. The reactants are: [CH:1]1[C:10]2[C:5](=[CH:6][CH:7]=[CH:8][CH:9]=2)[CH:4]=[CH:3][C:2]=1[S:11]([CH:14]([CH2:19][CH2:20][C:21]([O:23]C(C)(C)C)=[O:22])[C:15]([O:17][CH3:18])=[O:16])(=[O:13])=[O:12].F[C:29](F)(F)[C:30]([OH:32])=[O:31].[CH2:35](Cl)Cl.CCOC(C)=O.CCOC(C)=O.